This data is from Reaction yield outcomes from USPTO patents with 853,638 reactions. The task is: Predict the reaction yield, written as a fraction of the theoretical maximum amount of product (1.0 means a 100% yield; for example, 0.34 means a 34% yield). (1) The reactants are [CH3:1][C:2]1[CH:8]=[CH:7][CH:6]=[C:5]([CH3:9])[C:3]=1[NH2:4].O.[F:11][C:12]([F:20])([F:19])[C:13]([C:15]([F:18])([F:17])[F:16])=[O:14].[OH-].[Na+]. The catalyst is O.C1(C)C=CC(S(O)(=O)=O)=CC=1.C(OCC)(=O)C. The product is [CH3:1][C:2]1[CH:8]=[C:7]([C:13]([OH:14])([C:15]([F:18])([F:17])[F:16])[C:12]([F:20])([F:19])[F:11])[CH:6]=[C:5]([CH3:9])[C:3]=1[NH2:4]. The yield is 0.690. (2) The reactants are C(N(CC)CC)C.[C:8]1([C@@H:14]2[CH2:16][C@H:15]2[C:17]([OH:19])=O)[CH:13]=[CH:12][CH:11]=[CH:10][CH:9]=1.F[P-](F)(F)(F)(F)F.N1(OC(N(C)C)=[N+](C)C)C2C=CC=CC=2N=N1.[NH2:44][C@H:45]([C:48]1[CH:49]=[N:50][C:51]([O:54][CH2:55][CH2:56][CH3:57])=[CH:52][CH:53]=1)[CH2:46][OH:47]. The catalyst is CN(C=O)C.[Cl-].[Na+].O.CCOC(C)=O. The product is [OH:47][CH2:46][C@H:45]([NH:44][C:17]([C@H:15]1[CH2:16][C@@H:14]1[C:8]1[CH:9]=[CH:10][CH:11]=[CH:12][CH:13]=1)=[O:19])[C:48]1[CH:49]=[N:50][C:51]([O:54][CH2:55][CH2:56][CH3:57])=[CH:52][CH:53]=1. The yield is 0.290. (3) The reactants are [C:1]([C:5]1[CH:39]=[CH:38][CH:37]=[CH:36][C:6]=1[O:7][C:8]1[CH:13]=[CH:12][C:11]([C:14]2[CH:19]=[CH:18][C:17]([O:20]C)=[C:16]([C:22]([OH:24])=[O:23])[CH:15]=2)=[CH:10][C:9]=1[NH:25][C:26]([NH:28][C:29]1[CH:34]=[CH:33][C:32]([CH3:35])=[CH:31][CH:30]=1)=[O:27])([CH3:4])([CH3:3])[CH3:2].B(Br)(Br)Br. The catalyst is ClCCl. The product is [C:1]([C:5]1[CH:39]=[CH:38][CH:37]=[CH:36][C:6]=1[O:7][C:8]1[CH:13]=[CH:12][C:11]([C:14]2[CH:19]=[CH:18][C:17]([OH:20])=[C:16]([C:22]([OH:24])=[O:23])[CH:15]=2)=[CH:10][C:9]=1[NH:25][C:26]([NH:28][C:29]1[CH:30]=[CH:31][C:32]([CH3:35])=[CH:33][CH:34]=1)=[O:27])([CH3:4])([CH3:2])[CH3:3]. The yield is 0.960. (4) The reactants are [NH2:1][C:2]1[CH:7]=[CH:6][C:5]([CH:8]2[CH2:11][N:10]([C:12]([O:14][C:15]([CH3:18])([CH3:17])[CH3:16])=[O:13])[CH2:9]2)=[CH:4][CH:3]=1.Br[C:20]1[C:21](=[O:28])[N:22]([CH3:27])[CH:23]=[C:24]([Br:26])[N:25]=1.C(N(CC)CC)C. The catalyst is C(O)(C)C. The product is [Br:26][C:24]1[N:25]=[C:20]([NH:1][C:2]2[CH:3]=[CH:4][C:5]([CH:8]3[CH2:9][N:10]([C:12]([O:14][C:15]([CH3:18])([CH3:17])[CH3:16])=[O:13])[CH2:11]3)=[CH:6][CH:7]=2)[C:21](=[O:28])[N:22]([CH3:27])[CH:23]=1. The yield is 0.660. (5) The reactants are [CH3:1][O:2][C:3]1[CH:8]=[C:7]([O:9][CH3:10])[C:6]([O:11][CH3:12])=[CH:5][C:4]=1[CH:13]=[CH:14]C.BrN1[C:21](=[O:22])CCC1=O. The catalyst is [Br-].C([N+](C)(C)C)CCCCCCCCCCCCCCC.O. The product is [CH3:1][O:2][C:3]1[CH:8]=[C:7]([O:9][CH3:10])[C:6]([O:11][CH3:12])=[CH:5][C:4]=1[CH:13]([CH3:14])[CH:21]=[O:22]. The yield is 0.430. (6) The reactants are [H-].[Na+].[Cl:3][C:4]1[N:5]=[C:6]([Cl:13])[C:7]2[CH:12]=[CH:11][NH:10][C:8]=2[N:9]=1.[CH3:14][Si:15]([CH3:22])([CH3:21])[CH2:16][CH2:17][O:18][CH2:19]Cl. The catalyst is CN(C=O)C. The product is [Cl:3][C:4]1[N:5]=[C:6]([Cl:13])[C:7]2[CH:12]=[CH:11][N:10]([CH2:19][O:18][CH2:17][CH2:16][Si:15]([CH3:22])([CH3:21])[CH3:14])[C:8]=2[N:9]=1. The yield is 0.850. (7) The reactants are Br[C:2]1[CH:7]=[CH:6][N:5]2[CH:8]=[C:9]([C:11]3[CH:12]=[C:13]([CH3:17])[CH:14]=[CH:15][CH:16]=3)[N:10]=[C:4]2[CH:3]=1.Cl.[NH:19]1[CH2:24][CH2:23][O:22][CH2:21][CH2:20]1. No catalyst specified. The product is [N:19]1([C:2]2[CH:7]=[CH:6][N:5]3[CH:8]=[C:9]([C:11]4[CH:12]=[C:13]([CH3:17])[CH:14]=[CH:15][CH:16]=4)[N:10]=[C:4]3[CH:3]=2)[CH2:24][CH2:23][O:22][CH2:21][CH2:20]1. The yield is 0.200.